This data is from Reaction yield outcomes from USPTO patents with 853,638 reactions. The task is: Predict the reaction yield, written as a fraction of the theoretical maximum amount of product (1.0 means a 100% yield; for example, 0.34 means a 34% yield). (1) The product is [Cl:8][C:6]1[CH:5]=[CH:4][C:3]([O:9][CH2:18][CH2:19][N:20]([CH3:22])[CH3:21])=[C:2]([NH2:1])[CH:7]=1. The catalyst is CC(C)=O. The reactants are [NH2:1][C:2]1[CH:7]=[C:6]([Cl:8])[CH:5]=[CH:4][C:3]=1[OH:9].C(=O)([O-])[O-].[K+].[K+].Cl.Cl[CH2:18][CH2:19][N:20]([CH3:22])[CH3:21]. The yield is 0.720. (2) The reactants are [C:1]([O:5][C:6]([N:8]1[CH2:13][CH2:12][CH:11]([N:14]2[C:18]([C:19]3[CH:24]=[CH:23][N:22]=[CH:21][CH:20]=3)=[C:17]([C:25]3[CH:30]=[CH:29][C:28]([Cl:31])=[CH:27][CH:26]=3)[C:16](=[O:32])[NH:15]2)[CH2:10][CH2:9]1)=[O:7])([CH3:4])([CH3:3])[CH3:2].[H-].[Li+].I[CH3:36]. The catalyst is CN(C=O)C.C(OCC)(=O)C. The product is [C:1]([O:5][C:6]([N:8]1[CH2:9][CH2:10][CH:11]([N:14]2[C:18]([C:19]3[CH:24]=[CH:23][N:22]=[CH:21][CH:20]=3)=[C:17]([C:25]3[CH:26]=[CH:27][C:28]([Cl:31])=[CH:29][CH:30]=3)[C:16]([O:32][CH3:36])=[N:15]2)[CH2:12][CH2:13]1)=[O:7])([CH3:4])([CH3:2])[CH3:3]. The yield is 0.130. (3) The reactants are Cl[C:2]([C@@H:4]1[CH2:8][CH2:7][CH2:6][N:5]1[C:9]([O:11][CH2:12][C:13]1[CH:18]=[CH:17][CH:16]=[CH:15][CH:14]=1)=[O:10])=[O:3].CCN(CC)CC.[CH3:26][O:27][C:28]1[CH:58]=[CH:57][C:31]([CH2:32][N:33]2[CH2:34][N:33]([CH2:32][C:31]3[CH:57]=[CH:58][C:28]([O:27][CH3:26])=[CH:29][CH:30]=3)[CH2:34][N:33]([CH2:32][C:31]3[CH:57]=[CH:58][C:28]([O:27][CH3:26])=[CH:29][CH:30]=3)[CH2:34]2)=[CH:30][CH:29]=1.B(F)(F)F.CCOCC. The catalyst is C(Cl)Cl. The product is [CH3:26][O:27][C:28]1[CH:58]=[CH:57][C:31]([CH2:32][N:33]2[CH2:34][C:4]3([CH2:8][CH2:7][CH2:6][N:5]3[C:9]([O:11][CH2:12][C:13]3[CH:18]=[CH:17][CH:16]=[CH:15][CH:14]=3)=[O:10])[C:2]2=[O:3])=[CH:30][CH:29]=1. The yield is 0.580.